From a dataset of Full USPTO retrosynthesis dataset with 1.9M reactions from patents (1976-2016). Predict the reactants needed to synthesize the given product. (1) Given the product [OH:1][CH:2]1[CH2:7][CH2:6][CH2:5][CH2:4][CH:3]1[NH:8][C:9](=[O:19])/[CH:10]=[CH:31]/[C:30]1[CH:33]=[CH:34][CH:35]=[CH:36][C:29]=1[S:28][C:24]1[CH:25]=[CH:26][CH:27]=[C:22]([O:21][CH3:20])[CH:23]=1, predict the reactants needed to synthesize it. The reactants are: [OH:1][CH:2]1[CH2:7][CH2:6][CH2:5][CH2:4][CH:3]1[NH:8][C:9](=[O:19])[CH2:10]P(=O)(OCC)OCC.[CH3:20][O:21][C:22]1[CH:23]=[C:24]([S:28][C:29]2[CH:36]=[CH:35][CH:34]=[CH:33][C:30]=2[CH:31]=O)[CH:25]=[CH:26][CH:27]=1. (2) Given the product [CH3:31][CH:32]([CH3:36])[CH2:33][CH2:34][N:1]1[C:9]2[C:4](=[CH:5][CH:6]=[CH:7][CH:8]=2)[C:3]([CH:10]2[CH2:15][CH2:14][N:13]([CH2:16][CH2:17][O:18][C:19]3[CH:28]=[CH:27][CH:26]=[CH:25][C:20]=3[C:21]([OH:23])=[O:22])[CH2:12][CH2:11]2)=[CH:2]1, predict the reactants needed to synthesize it. The reactants are: [NH:1]1[C:9]2[C:4](=[CH:5][CH:6]=[CH:7][CH:8]=2)[C:3]([CH:10]2[CH2:15][CH2:14][N:13]([CH2:16][CH2:17][O:18][C:19]3[CH:28]=[CH:27][CH:26]=[CH:25][C:20]=3[C:21]([O:23]C)=[O:22])[CH2:12][CH2:11]2)=[CH:2]1.[H-].[Na+].[CH3:31][CH:32]([CH3:36])[CH2:33][CH2:34]I. (3) Given the product [CH3:11][C:8]1([CH3:12])[O:7][C@:6]([CH3:13])([CH:4]=[O:5])[CH2:10][O:9]1, predict the reactants needed to synthesize it. The reactants are: CON(C)[C:4]([C@:6]1([CH3:13])[CH2:10][O:9][C:8]([CH3:12])([CH3:11])[O:7]1)=[O:5].CC(C[AlH]CC(C)C)C. (4) Given the product [N:32]1([CH2:38][CH2:39][CH2:40][NH:41][C:24]([CH:23]([NH:22][C:20]([C:3]2[N:4]=[C:5]3[C:10]([C:11]([F:12])([F:14])[F:13])=[CH:9][C:8]([C:15]4[O:16][CH:17]=[CH:18][CH:19]=4)=[CH:7][N:6]3[C:2]=2[Cl:1])=[O:21])[C:27]2[S:28][CH:29]=[CH:30][CH:31]=2)=[O:25])[CH2:37][CH2:36][O:35][CH2:34][CH2:33]1, predict the reactants needed to synthesize it. The reactants are: [Cl:1][C:2]1[N:6]2[CH:7]=[C:8]([C:15]3[O:16][CH:17]=[CH:18][CH:19]=3)[CH:9]=[C:10]([C:11]([F:14])([F:13])[F:12])[C:5]2=[N:4][C:3]=1[C:20]([NH:22][CH:23]([C:27]1[S:28][CH:29]=[CH:30][CH:31]=1)[C:24](O)=[O:25])=[O:21].[N:32]1([CH2:38][CH2:39][CH2:40][NH2:41])[CH2:37][CH2:36][O:35][CH2:34][CH2:33]1. (5) Given the product [C:1]([C:4]1[N:9]=[C:8]([C:10]2[CH:15]=[CH:14][C:13]([O:16][C:17]3[CH:22]=[CH:21][C:20]([F:23])=[CH:19][CH:18]=3)=[CH:12][CH:11]=2)[N:7]=[C:6]([NH:24][C@@H:25]([CH3:30])[C:26]([OH:28])=[O:27])[CH:5]=1)(=[O:3])[NH2:2], predict the reactants needed to synthesize it. The reactants are: [C:1]([C:4]1[N:9]=[C:8]([C:10]2[CH:15]=[CH:14][C:13]([O:16][C:17]3[CH:22]=[CH:21][C:20]([F:23])=[CH:19][CH:18]=3)=[CH:12][CH:11]=2)[N:7]=[C:6]([NH:24][C@@H:25]([CH3:30])[C:26]([O:28]C)=[O:27])[CH:5]=1)(=[O:3])[NH2:2].O[Li].O. (6) Given the product [Br:1][C:2]1[CH:3]=[C:4]([NH:8][C:9]2[N:14]=[CH:13][N:12]=[C:11]([NH:15][C:16]3[CH:17]=[C:18]([NH:22][C:30](=[O:33])[CH:31]=[CH2:32])[CH:19]=[CH:20][CH:21]=3)[CH:10]=2)[CH:5]=[CH:6][CH:7]=1, predict the reactants needed to synthesize it. The reactants are: [Br:1][C:2]1[CH:3]=[C:4]([NH:8][C:9]2[N:14]=[CH:13][N:12]=[C:11]([NH:15][C:16]3[CH:17]=[C:18]([NH2:22])[CH:19]=[CH:20][CH:21]=3)[CH:10]=2)[CH:5]=[CH:6][CH:7]=1.C(N(CC)CC)C.[C:30](Cl)(=[O:33])[CH:31]=[CH2:32]. (7) Given the product [F:1][C:2]1[CH:9]=[C:8]([N:10]2[CH2:15][CH2:14][O:13][CH2:12][CH2:11]2)[CH:7]=[CH:6][C:3]=1[CH:4]=[O:32], predict the reactants needed to synthesize it. The reactants are: [F:1][C:2]1[CH:9]=[C:8]([N:10]2[CH2:15][CH2:14][O:13][CH2:12][CH2:11]2)[CH:7]=[CH:6][C:3]=1[C:4]#N.CC(C[AlH]CC(C)C)C.C1(C)C=CC=CC=1.[O:32]1CCCC1.